From a dataset of Reaction yield outcomes from USPTO patents with 853,638 reactions. Predict the reaction yield, written as a fraction of the theoretical maximum amount of product (1.0 means a 100% yield; for example, 0.34 means a 34% yield). (1) The reactants are [CH2:1]([O:8][CH2:9][CH:10]([CH3:29])[CH:11]([OH:28])[CH:12]([CH3:27])[C:13](=[O:26])[C:14]([CH3:25])([CH3:24])[CH:15]([O:20][CH:21]([CH3:23])[CH3:22])[O:16][CH:17]([CH3:19])[CH3:18])[C:2]1[CH:7]=[CH:6][CH:5]=[CH:4][CH:3]=1.N1C=CC=CC=1.Cl[C:37]([O:39][CH2:40][C:41]([Cl:44])([Cl:43])[Cl:42])=[O:38]. The catalyst is C(Cl)Cl. The product is [Cl:42][C:41]([Cl:44])([Cl:43])[CH2:40][O:39][C:37](=[O:38])[O:28][CH:11]([CH:10]([CH3:29])[CH2:9][O:8][CH2:1][C:2]1[CH:3]=[CH:4][CH:5]=[CH:6][CH:7]=1)[CH:12]([CH3:27])[C:13](=[O:26])[C:14]([CH3:24])([CH3:25])[CH:15]([O:20][CH:21]([CH3:22])[CH3:23])[O:16][CH:17]([CH3:19])[CH3:18]. The yield is 0.920. (2) The product is [C:1]1([C:7]2[CH:12]=[CH:11][C:10]([C:13]3[C:17]([CH2:18][OH:19])=[CH:16][O:15][N:14]=3)=[CH:9][CH:8]=2)[CH:2]=[CH:3][CH:4]=[CH:5][CH:6]=1. The reactants are [C:1]1([C:7]2[CH:12]=[CH:11][C:10]([C:13]3[C:17]([C:18](OCC)=[O:19])=[CH:16][O:15][N:14]=3)=[CH:9][CH:8]=2)[CH:6]=[CH:5][CH:4]=[CH:3][CH:2]=1.[H-].C([Al+]CC(C)C)C(C)C.Cl. The catalyst is O1CCCC1. The yield is 0.970. (3) The reactants are C(N(C(C)C)CC)(C)C.[Cl:10][C:11]1[CH:19]=[C:18]([C:20]([NH:22][CH2:23][C:24]2[CH:29]=[CH:28][CH:27]=[C:26]([O:30][Si:31]([C:34]([CH3:37])([CH3:36])[CH3:35])([CH3:33])[CH3:32])[CH:25]=2)=[O:21])[CH:17]=[C:16]([CH3:38])[C:12]=1[C:13]([OH:15])=O.Cl.[CH3:40][C:41]([CH3:54])([O:43][C:44]([NH:46][CH2:47][C@@H:48]([C:50]([O:52][CH3:53])=[O:51])[NH2:49])=[O:45])[CH3:42].F[P-](F)(F)(F)(F)F.N1(O[P+](N(C)C)(N(C)C)N(C)C)C2C=CC=CC=2N=N1. The catalyst is ClCCl.C(OCC)(=O)C. The product is [Cl:10][C:11]1[CH:19]=[C:18]([C:20]([NH:22][CH2:23][C:24]2[CH:29]=[CH:28][CH:27]=[C:26]([O:30][Si:31]([C:34]([CH3:36])([CH3:35])[CH3:37])([CH3:32])[CH3:33])[CH:25]=2)=[O:21])[CH:17]=[C:16]([CH3:38])[C:12]=1[C:13]([NH:49][C@H:48]([C:50]([O:52][CH3:53])=[O:51])[CH2:47][NH:46][C:44]([O:43][C:41]([CH3:54])([CH3:42])[CH3:40])=[O:45])=[O:15]. The yield is 0.810. (4) The reactants are Cl[C:2]1[N:7]=[C:6]([O:8][CH3:9])[C:5]([C:10]2[CH:11]=[N:12][CH:13]=[CH:14][CH:15]=2)=[CH:4][N:3]=1.[N:16]1[CH:17]=[CH:18][N:19]2[CH:24]=[C:23]([C:25]#[N:26])[CH:22]=[CH:21][C:20]=12.COC1C=CN=C(C2N3C=C(C#N)C=CC3=NC=2)N=1. No catalyst specified. The product is [CH3:9][O:8][C:6]1[C:5]([C:10]2[CH:11]=[N:12][CH:13]=[CH:14][CH:15]=2)=[CH:4][N:3]=[C:2]([C:18]2[N:19]3[CH:24]=[C:23]([C:25]#[N:26])[CH:22]=[CH:21][C:20]3=[N:16][CH:17]=2)[N:7]=1. The yield is 0.140. (5) The reactants are [Br:1][C:2]1[CH:3]=[C:4]([S:9](Cl)(=[O:11])=[O:10])[CH:5]=[CH:6][C:7]=1[F:8].C(=O)(O)[O-].[Na+].[S:18]([O-])([O-])=O.[Na+].[Na+].COC([C:28]1[S:29][C:30]([N+]([O-])=O)=[C:31](Br)[CH:32]=1)=O.C[O-].[Na+].CO.C[CH2:43][O:44][C:45]([CH3:47])=[O:46]. The yield is 0.170. The product is [CH3:43][O:44][C:45]([C:47]1[S:18][C:28]([S:29][CH3:30])=[C:32]([S:9]([C:4]2[CH:5]=[CH:6][C:7]([F:8])=[C:2]([Br:1])[CH:3]=2)(=[O:11])=[O:10])[CH:31]=1)=[O:46]. The catalyst is O.CN(C=O)C.C(O)(=O)C. (6) The reactants are Cl.[NH:2]1[CH2:5][CH:4]([C:6]2[C:7]([N:12]3[CH2:17][CH2:16][CH:15]([CH2:18][OH:19])[CH2:14][CH2:13]3)=[N:8][CH:9]=[CH:10][N:11]=2)[CH2:3]1.Cl[C:21]1[CH:30]=[CH:29][C:28]2[C:23](=[CH:24][CH:25]=[C:26]([CH3:31])[CH:27]=2)[N:22]=1.C([O-])([O-])=O.[Cs+].[Cs+]. The catalyst is CN(C=O)C.O. The product is [CH3:31][C:26]1[CH:27]=[C:28]2[C:23](=[CH:24][CH:25]=1)[N:22]=[C:21]([N:2]1[CH2:5][CH:4]([C:6]3[C:7]([N:12]4[CH2:17][CH2:16][CH:15]([CH2:18][OH:19])[CH2:14][CH2:13]4)=[N:8][CH:9]=[CH:10][N:11]=3)[CH2:3]1)[CH:30]=[CH:29]2. The yield is 0.260. (7) The reactants are [N:1]1[CH:6]=[CH:5][CH:4]=[CH:3][C:2]=1[CH:7]([OH:9])[CH3:8].CCN(CC)CC.[CH3:17][S:18](Cl)(=[O:20])=[O:19]. The catalyst is C(Cl)Cl. The product is [N:1]1[CH:6]=[CH:5][CH:4]=[CH:3][C:2]=1[CH:7]([O:9][S:18]([CH3:17])(=[O:20])=[O:19])[CH3:8]. The yield is 1.00. (8) The yield is 0.200. No catalyst specified. The product is [Cl:23][C:24]1[CH:29]=[C:28]([Cl:30])[CH:27]=[CH:26][C:25]=1[C:31]1[CH:36]=[CH:35][N:34]([C:2]2[CH:3]=[CH:4][C:5]3[C:6]4[CH2:15][N:14]([C:16]([O:18][C:19]([CH3:22])([CH3:21])[CH3:20])=[O:17])[CH2:13][CH2:12][C:7]=4[N:8]([CH3:11])[C:9]=3[CH:10]=2)[C:33](=[O:37])[CH:32]=1. The reactants are Br[C:2]1[CH:3]=[CH:4][C:5]2[C:6]3[CH2:15][N:14]([C:16]([O:18][C:19]([CH3:22])([CH3:21])[CH3:20])=[O:17])[CH2:13][CH2:12][C:7]=3[N:8]([CH3:11])[C:9]=2[CH:10]=1.[Cl:23][C:24]1[CH:29]=[C:28]([Cl:30])[CH:27]=[CH:26][C:25]=1[C:31]1[CH:36]=[CH:35][NH:34][C:33](=[O:37])[CH:32]=1. (9) The reactants are [Br:1][C:2]1[CH:7]=[CH:6][C:5]([O:8][CH3:9])=[CH:4][C:3]=1[N+:10]([O-])=O. The catalyst is C(O)C.[Ni]. The product is [Br:1][C:2]1[CH:7]=[CH:6][C:5]([O:8][CH3:9])=[CH:4][C:3]=1[NH2:10]. The yield is 0.860.